Dataset: Full USPTO retrosynthesis dataset with 1.9M reactions from patents (1976-2016). Task: Predict the reactants needed to synthesize the given product. (1) Given the product [B:20]([OH:21])([OH:19])[CH:5]1[N:1]([C:6]([O:8][C:9]([CH3:12])([CH3:11])[CH3:10])=[O:7])[CH2:2][CH2:3][CH2:4]1, predict the reactants needed to synthesize it. The reactants are: [N:1]1([C:6]([O:8][C:9]([CH3:12])([CH3:11])[CH3:10])=[O:7])[CH2:5][CH2:4][CH2:3][CH2:2]1.C([Li])(CC)C.C[O:19][B:20](OC)[O:21]C. (2) The reactants are: [CH3:1][O:2][CH2:3][CH2:4][OH:5].[H-].[Na+].Br[CH2:9][C:10]1[C:14]2[CH:15]=[C:16]([F:19])[CH:17]=[CH:18][C:13]=2[O:12][C:11]=1[C:20]([O:22][CH3:23])=[O:21].[Cl-].[NH4+]. Given the product [F:19][C:16]1[CH:17]=[CH:18][C:13]2[O:12][C:11]([C:20]([O:22][CH3:23])=[O:21])=[C:10]([CH2:9][O:5][CH2:4][CH2:3][O:2][CH3:1])[C:14]=2[CH:15]=1, predict the reactants needed to synthesize it. (3) The reactants are: [CH3:1][C:2]1[CH:7]=[CH:6][C:5]([C:8]2[N:13]=[C:12]3[CH:14]=[CH:15][NH:16][C:11]3=[CH:10][C:9]=2[C:17]2[CH:24]=[CH:23][C:20]([C:21]#[N:22])=[CH:19][CH:18]=2)=[CH:4][CH:3]=1.Br[CH2:26][CH2:27][CH2:28][NH:29][C:30](=[O:36])[O:31][C:32]([CH3:35])([CH3:34])[CH3:33]. Given the product [C:21]([C:20]1[CH:23]=[CH:24][C:17]([C:9]2[CH:10]=[C:11]3[N:16]([CH2:26][CH2:27][CH2:28][NH:29][C:30](=[O:36])[O:31][C:32]([CH3:35])([CH3:34])[CH3:33])[CH:15]=[CH:14][C:12]3=[N:13][C:8]=2[C:5]2[CH:4]=[CH:3][C:2]([CH3:1])=[CH:7][CH:6]=2)=[CH:18][CH:19]=1)#[N:22], predict the reactants needed to synthesize it. (4) Given the product [F:17][C:18]1[CH:19]=[CH:20][C:21]([N:24]2[C:28]([C:2]3[CH:3]=[CH:4][C:5]4[N:9]=[CH:8][N:7]([C:10]5[CH:15]=[CH:14][CH:13]=[CH:12][CH:11]=5)[C:6]=4[CH:16]=3)=[CH:27][CH:26]=[N:25]2)=[CH:22][CH:23]=1, predict the reactants needed to synthesize it. The reactants are: Br[C:2]1[CH:3]=[CH:4][C:5]2[N:9]=[CH:8][N:7]([C:10]3[CH:15]=[CH:14][CH:13]=[CH:12][CH:11]=3)[C:6]=2[CH:16]=1.[F:17][C:18]1[CH:23]=[CH:22][C:21]([N:24]2[C:28](B(O)O)=[CH:27][CH:26]=[N:25]2)=[CH:20][CH:19]=1. (5) Given the product [CH3:36][S:37]([O:1][CH2:2][CH2:3][C:4]1([CH3:28])[S:8][C:7]([C:9]2[NH:10][C:11]3[C:16]([CH:17]=2)=[CH:15][CH:14]=[CH:13][C:12]=3[N:18]([CH3:27])[S:19]([C:22]2[S:23][CH:24]=[CH:25][CH:26]=2)(=[O:21])=[O:20])=[N:6][CH2:5]1)(=[O:39])=[O:38], predict the reactants needed to synthesize it. The reactants are: [OH:1][CH2:2][CH2:3][C:4]1([CH3:28])[S:8][C:7]([C:9]2[NH:10][C:11]3[C:16]([CH:17]=2)=[CH:15][CH:14]=[CH:13][C:12]=3[N:18]([CH3:27])[S:19]([C:22]2[S:23][CH:24]=[CH:25][CH:26]=2)(=[O:21])=[O:20])=[N:6][CH2:5]1.C(N(CC)CC)C.[CH3:36][S:37](Cl)(=[O:39])=[O:38].O. (6) Given the product [CH2:19]([O:18][C:13]1[CH:14]=[C:15]2[C:10](=[CH:11][CH:12]=1)[NH:9][C:8]1[CH:7]([C:21]3[CH:26]=[CH:25][CH:24]=[C:23]([OH:27])[CH:22]=3)[N:6]3[C:32](=[O:39])[N:33]([CH3:29])[C:3](=[O:4])[C:5]3([CH3:28])[CH2:17][C:16]2=1)[CH3:20], predict the reactants needed to synthesize it. The reactants are: CO[C:3]([C:5]1([CH3:28])[CH2:17][C:16]2[C:15]3[C:10](=[CH:11][CH:12]=[C:13]([O:18][CH2:19][CH3:20])[CH:14]=3)[NH:9][C:8]=2[CH:7]([C:21]2[CH:26]=[CH:25][CH:24]=[C:23]([OH:27])[CH:22]=2)[NH:6]1)=[O:4].[C:29]1(=O)[N:33]([N:33]([CH3:29])[C:32](=[O:39])[O-])[C:32](=[O:39])CC1.C(OC(=O)C)C. (7) Given the product [CH2:14]([C:11]1[CH:12]=[CH:13][C:8]([C:5]2[CH:4]=[CH:3][C:2]([C:33]#[C:32][Si:29]([CH3:31])([CH3:30])[CH3:28])=[CH:7][CH:6]=2)=[CH:9][C:10]=1[CH:16]1[C:21](=[O:22])[C:20]([CH3:24])([CH3:23])[O:19][C:18]([CH3:25])([CH3:26])[C:17]1=[O:27])[CH3:15], predict the reactants needed to synthesize it. The reactants are: I[C:2]1[CH:7]=[CH:6][C:5]([C:8]2[CH:13]=[CH:12][C:11]([CH2:14][CH3:15])=[C:10]([CH:16]3[C:21](=[O:22])[C:20]([CH3:24])([CH3:23])[O:19][C:18]([CH3:26])([CH3:25])[C:17]3=[O:27])[CH:9]=2)=[CH:4][CH:3]=1.[CH3:28][Si:29]([C:32]#[CH:33])([CH3:31])[CH3:30].C1(P(C2C=CC=CC=2)C2C=CC=CC=2)C=CC=CC=1.C(NCC)C. (8) Given the product [C:1]([O:5][C:6]([N:8]1[CH2:13][CH:12]([CH2:14][O:15][C:43]([C:37]2[CH:42]=[CH:41][CH:40]=[CH:39][CH:38]=2)([C:51]2[CH:52]=[CH:53][CH:54]=[CH:55][CH:56]=2)[C:45]2[CH:46]=[CH:47][CH:48]=[CH:49][CH:50]=2)[CH:11]([C:16]2[CH:21]=[CH:20][C:19]([O:22][CH2:23][CH2:24][CH2:25][O:26][CH2:27][C:28]3[CH:33]=[CH:32][CH:31]=[CH:30][C:29]=3[O:34][CH3:35])=[CH:18][CH:17]=2)[CH:10]([OH:36])[CH2:9]1)=[O:7])([CH3:3])([CH3:4])[CH3:2], predict the reactants needed to synthesize it. The reactants are: [C:1]([O:5][C:6]([N:8]1[CH2:13][CH:12]([CH2:14][OH:15])[CH:11]([C:16]2[CH:21]=[CH:20][C:19]([O:22][CH2:23][CH2:24][CH2:25][O:26][CH2:27][C:28]3[CH:33]=[CH:32][CH:31]=[CH:30][C:29]=3[O:34][CH3:35])=[CH:18][CH:17]=2)[CH:10]([OH:36])[CH2:9]1)=[O:7])([CH3:4])([CH3:3])[CH3:2].[C:37]1([C:43]([C:51]2[CH:56]=[CH:55][CH:54]=[CH:53][CH:52]=2)([C:45]2[CH:50]=[CH:49][CH:48]=[CH:47][CH:46]=2)Cl)[CH:42]=[CH:41][CH:40]=[CH:39][CH:38]=1. (9) Given the product [C:1]([C:4]1[C:22](=[O:23])[C@@:8]2([CH3:24])[C:9]3[C:15]([OH:16])=[CH:14][C:13]([O:17][CH3:18])=[C:12]([C:19]([NH:21][CH2:41][C:34]4[C:35]5[C:40](=[CH:39][CH:38]=[CH:37][CH:36]=5)[C:31]([O:30][CH2:26][CH2:27][CH2:28][CH3:29])=[CH:32][CH:33]=4)=[O:20])[C:10]=3[O:11][C:7]2=[CH:6][C:5]=1[OH:25])(=[O:3])[CH3:2], predict the reactants needed to synthesize it. The reactants are: [C:1]([C:4]1[C:22](=[O:23])[C@@:8]2([CH3:24])[C:9]3[C:15]([OH:16])=[CH:14][C:13]([O:17][CH3:18])=[C:12]([C:19]([NH2:21])=[O:20])[C:10]=3[O:11][C:7]2=[CH:6][C:5]=1[OH:25])(=[O:3])[CH3:2].[CH2:26]([O:30][C:31]1[C:40]2[C:35](=[CH:36][CH:37]=[CH:38][CH:39]=2)[C:34]([CH:41]=O)=[CH:33][CH:32]=1)[CH2:27][CH2:28][CH3:29].C([SiH](CC)CC)C.FC(F)(F)C(O)=O. (10) Given the product [NH2:2][C:1]1[N:3]=[C:4]([NH:5][C:6]2[CH:11]=[C:10]([Cl:12])[CH:9]=[C:8]([Cl:13])[CH:7]=2)[NH:17][N:16]=1, predict the reactants needed to synthesize it. The reactants are: [C:1](/[N:3]=[C:4](\SC)/[NH:5][C:6]1[CH:11]=[C:10]([Cl:12])[CH:9]=[C:8]([Cl:13])[CH:7]=1)#[N:2].[NH2:16][NH2:17].